Dataset: Catalyst prediction with 721,799 reactions and 888 catalyst types from USPTO. Task: Predict which catalyst facilitates the given reaction. (1) Reactant: [NH2:1][C:2]1[N:7]=[CH:6][C:5]([NH:8][C:9]([C:11]2[N:12]([CH2:21][C:22]3[CH:27]=[CH:26][CH:25]=[C:24]([F:28])[CH:23]=3)[C:13]3[C:18]([CH:19]=2)=[CH:17][C:16]([F:20])=[CH:15][CH:14]=3)=[O:10])=[CH:4][CH:3]=1.Br[CH2:30][C:31](=O)[C:32]([O:34][CH2:35][CH3:36])=[O:33]. Product: [CH2:35]([O:34][C:32]([C:31]1[N:1]=[C:2]2[CH:3]=[CH:4][C:5]([NH:8][C:9]([C:11]3[N:12]([CH2:21][C:22]4[CH:27]=[CH:26][CH:25]=[C:24]([F:28])[CH:23]=4)[C:13]4[C:18]([CH:19]=3)=[CH:17][C:16]([F:20])=[CH:15][CH:14]=4)=[O:10])=[CH:6][N:7]2[CH:30]=1)=[O:33])[CH3:36]. The catalyst class is: 10. (2) Reactant: [Cl:1][C:2]1[C:3]([F:46])=[C:4]([C@@H:8]2[C@:12]([C:15]3[CH:20]=[CH:19][C:18]([Cl:21])=[CH:17][C:16]=3[F:22])([C:13]#[N:14])[C@H:11]([CH2:23][C:24]([CH3:27])([CH3:26])[CH3:25])[NH:10][C@H:9]2[C:28]([NH:30][C:31]2[CH:43]=[CH:42][C:34]([C:35]([O:37][CH2:38][C:39](O)=[O:40])=[O:36])=[CH:33][C:32]=2[O:44][CH3:45])=[O:29])[CH:5]=[CH:6][CH:7]=1.CN(C(ON1N=NC2C=CC=NC1=2)=[N+](C)C)C.F[P-](F)(F)(F)(F)F.CCN(C(C)C)C(C)C.Cl.[NH2:81][C@@H:82]([CH2:93][CH2:94][C:95]([O:97][CH2:98][C:99]1[CH:104]=[CH:103][CH:102]=[CH:101][CH:100]=1)=[O:96])[C:83]([O:85][CH2:86][C:87]1[CH:92]=[CH:91][CH:90]=[CH:89][CH:88]=1)=[O:84].C(=O)([O-])[O-].[Na+].[Na+]. Product: [CH2:86]([O:85][C:83](=[O:84])[C@@H:82]([NH:81][C:39](=[O:40])[CH2:38][O:37][C:35](=[O:36])[C:34]1[CH:42]=[CH:43][C:31]([NH:30][C:28]([C@H:9]2[C@H:8]([C:4]3[CH:5]=[CH:6][CH:7]=[C:2]([Cl:1])[C:3]=3[F:46])[C@:12]([C:15]3[CH:20]=[CH:19][C:18]([Cl:21])=[CH:17][C:16]=3[F:22])([C:13]#[N:14])[C@H:11]([CH2:23][C:24]([CH3:27])([CH3:26])[CH3:25])[NH:10]2)=[O:29])=[C:32]([O:44][CH3:45])[CH:33]=1)[CH2:93][CH2:94][C:95]([O:97][CH2:98][C:99]1[CH:104]=[CH:103][CH:102]=[CH:101][CH:100]=1)=[O:96])[C:87]1[CH:88]=[CH:89][CH:90]=[CH:91][CH:92]=1. The catalyst class is: 7.